From a dataset of Reaction yield outcomes from USPTO patents with 853,638 reactions. Predict the reaction yield, written as a fraction of the theoretical maximum amount of product (1.0 means a 100% yield; for example, 0.34 means a 34% yield). The reactants are [Cl:1][C:2]1[CH:7]=[CH:6][C:5](/[CH:8]=[N:9]/[S@@:10]([C:12]([CH3:15])([CH3:14])[CH3:13])=[O:11])=[C:4]([F:16])[CH:3]=1.[CH2:17]([Mg]Br)[CH3:18].CCOCC.[Cl-].[NH4+]. The catalyst is C1COCC1.O. The product is [Cl:1][C:2]1[CH:7]=[CH:6][C:5]([C@H:8]([NH:9][S@@:10]([C:12]([CH3:13])([CH3:15])[CH3:14])=[O:11])[CH2:17][CH3:18])=[C:4]([F:16])[CH:3]=1. The yield is 0.340.